Dataset: Reaction yield outcomes from USPTO patents with 853,638 reactions. Task: Predict the reaction yield, written as a fraction of the theoretical maximum amount of product (1.0 means a 100% yield; for example, 0.34 means a 34% yield). (1) The reactants are [Br:1][C:2]1[CH:7]=[CH:6][C:5]([C:8](=[O:10])[CH3:9])=[CH:4][CH:3]=1.[Br:11]Br. The catalyst is C(O)(=O)C. The product is [Br:11][CH2:9][C:8]([C:5]1[CH:6]=[CH:7][C:2]([Br:1])=[CH:3][CH:4]=1)=[O:10]. The yield is 0.670. (2) The reactants are [CH2:1]([O:8][C:9]1[CH:18]=[C:17]2[C:12]([C:13](=O)[NH:14][CH:15]=[N:16]2)=[C:11]([O:20][CH:21]2C[CH2:25][O:24][CH2:23][CH2:22]2)[CH:10]=1)[C:2]1[CH:7]=[CH:6][CH:5]=[CH:4][CH:3]=1.[Cl:27][C:28]1[CH:29]=[C:30]([CH:32]=[CH:33][C:34]=1[O:35][CH2:36][C:37]1[CH:42]=[CH:41][CH:40]=[C:39]([F:43])[CH:38]=1)[NH2:31]. No catalyst specified. The product is [CH2:1]([O:8][C:9]1[CH:18]=[C:17]2[C:12]([C:13]([NH:31][C:30]3[CH:32]=[CH:33][C:34]([O:35][CH2:36][C:37]4[CH:42]=[CH:41][CH:40]=[C:39]([F:43])[CH:38]=4)=[C:28]([Cl:27])[CH:29]=3)=[N:14][CH:15]=[N:16]2)=[C:11]([O:20][CH:21]2[CH2:22][CH2:23][O:24][CH2:25]2)[CH:10]=1)[C:2]1[CH:3]=[CH:4][CH:5]=[CH:6][CH:7]=1. The yield is 0.700.